Dataset: Full USPTO retrosynthesis dataset with 1.9M reactions from patents (1976-2016). Task: Predict the reactants needed to synthesize the given product. Given the product [CH2:1]([O:3][C:4]([C:6]1[NH:7][CH:8]=[C:9]([C:22](=[O:23])[CH2:21][CH2:20][CH:15]2[CH2:19][CH2:18][CH2:17][CH2:16]2)[CH:10]=1)=[O:5])[CH3:2], predict the reactants needed to synthesize it. The reactants are: [CH2:1]([O:3][C:4]([C:6]1[NH:7][CH:8]=[CH:9][CH:10]=1)=[O:5])[CH3:2].[Cl-].[Al+3].[Cl-].[Cl-].[CH:15]1([CH2:20][CH2:21][C:22](Cl)=[O:23])[CH2:19][CH2:18][CH2:17][CH2:16]1.